This data is from Full USPTO retrosynthesis dataset with 1.9M reactions from patents (1976-2016). The task is: Predict the reactants needed to synthesize the given product. (1) Given the product [C:31]([CH2:30][CH2:29][O:28][C:26]([C:15]1[CH:16]([C:17]2[CH:22]=[CH:21][C:20]([N+:23]([O-:25])=[O:24])=[CH:19][CH:18]=2)[C:11]([C:9]([OH:10])=[O:8])=[C:12]([CH3:34])[NH:13][C:14]=1[CH3:33])=[O:27])#[N:32], predict the reactants needed to synthesize it. The reactants are: C([O:8][C:9]([C:11]1[CH:16]([C:17]2[CH:22]=[CH:21][C:20]([N+:23]([O-:25])=[O:24])=[CH:19][CH:18]=2)[C:15]([C:26]([O:28][CH2:29][CH2:30][C:31]#[N:32])=[O:27])=[C:14]([CH3:33])[NH:13][C:12]=1[CH3:34])=[O:10])C1C=CC=CC=1.C(O)=O.CO. (2) Given the product [NH:3]1[C:7]2[CH:8]=[CH:9][CH:10]=[CH:11][C:6]=2[N:5]=[C:4]1[C@H:12]([NH:22][C:23]([NH:24][CH2:25][CH2:26][CH:27]1[CH2:28][CH2:29][NH:30][CH2:31][CH2:32]1)=[O:40])[CH2:13][C:14]1[CH:15]=[CH:16][C:17]([O:20][CH3:21])=[CH:18][CH:19]=1, predict the reactants needed to synthesize it. The reactants are: N#N.[NH:3]1[C:7]2[CH:8]=[CH:9][CH:10]=[CH:11][C:6]=2[N:5]=[C:4]1[C@H:12]([NH:22][C:23](=[O:40])[NH:24][CH2:25][CH2:26][CH:27]1[CH2:32][CH2:31][N:30](C(OC(C)(C)C)=O)[CH2:29][CH2:28]1)[CH2:13][C:14]1[CH:19]=[CH:18][C:17]([O:20][CH3:21])=[CH:16][CH:15]=1.FC(F)(F)S(O[Si](C(C)(C)C)(C)C)(=O)=O. (3) Given the product [C:1]([O:5][C:6](=[O:7])[NH:8][C@H:9]1[C@H:10]([C:25](=[O:26])[NH:28][C@:29]2([C:34]([NH:36][S:37]([C:40]3[CH:45]=[CH:44][CH:43]=[C:42]([O:46][CH2:47][C:48]4[CH:53]=[CH:52][CH:51]=[CH:50][CH:49]=4)[CH:41]=3)(=[O:39])=[O:38])=[O:35])[CH2:31][C@H:30]2[CH:32]=[CH2:33])[CH2:11][N:12]([CH2:14][C:15]2[C:24]3[C:19](=[CH:20][CH:21]=[CH:22][CH:23]=3)[CH:18]=[CH:17][CH:16]=2)[CH2:13]1)([CH3:4])([CH3:2])[CH3:3], predict the reactants needed to synthesize it. The reactants are: [C:1]([O:5][C:6]([NH:8][C@H:9]1[CH2:13][N:12]([CH2:14][C:15]2[C:24]3[C:19](=[CH:20][CH:21]=[CH:22][CH:23]=3)[CH:18]=[CH:17][CH:16]=2)[CH2:11][C@H:10]1[C:25](O)=[O:26])=[O:7])([CH3:4])([CH3:3])[CH3:2].[NH2:28][C@:29]1([C:34]([NH:36][S:37]([C:40]2[CH:45]=[CH:44][CH:43]=[C:42]([O:46][CH2:47][C:48]3[CH:53]=[CH:52][CH:51]=[CH:50][CH:49]=3)[CH:41]=2)(=[O:39])=[O:38])=[O:35])[CH2:31][C@H:30]1[CH:32]=[CH2:33].CCN(C(C)C)C(C)C.CN(C(ON1N=NC2C=CC=CC1=2)=[N+](C)C)C.[B-](F)(F)(F)F. (4) Given the product [OH:1][C@@H:2]1[CH2:6][C@H:5]([OH:7])[C@H:4]([CH2:8]/[CH:9]=[CH:10]\[CH2:11][CH2:12][CH2:13][C:14]([O:16][CH3:29])=[O:15])[C@H:3]1/[CH:17]=[CH:18]/[C@@H:19]([OH:28])[CH2:20][CH2:21][C:22]1[CH:23]=[CH:24][CH:25]=[CH:26][CH:27]=1, predict the reactants needed to synthesize it. The reactants are: [OH:1][C@@H:2]1[CH2:6][C@H:5]([OH:7])[C@H:4]([CH2:8]/[CH:9]=[CH:10]\[CH2:11][CH2:12][CH2:13][C:14]([OH:16])=[O:15])[C@H:3]1/[CH:17]=[CH:18]/[C@@H:19]([OH:28])[CH2:20][CH2:21][C:22]1[CH:27]=[CH:26][CH:25]=[CH:24][CH:23]=1.[C:29](=O)([O-])[O-].[K+].[K+].IC. (5) Given the product [CH3:41][C:42]1[CH:47]=[CH:46][C:45]([CH3:48])=[CH:44][C:43]=1[C:37]1[C:36]2[C:38]3=[C:39]4[C:33](=[CH:34][CH:35]=2)[CH:32]=[CH:31][C:30]([C:20]2[CH:15]=[C:16]([CH3:21])[CH:17]=[CH:18][C:19]=2[CH3:61])=[C:29]4[CH:28]=[CH:27][C:26]3=[CH:25][CH:24]=1, predict the reactants needed to synthesize it. The reactants are: [C:16]1([CH3:21])[CH:17]=[CH:18][CH:19]=[CH:20][C:15]=1P([C:15]1[CH:20]=[CH:19][CH:18]=[CH:17][C:16]=1[CH3:21])[C:15]1[CH:20]=[CH:19][CH:18]=[CH:17][C:16]=1[CH3:21].Br[C:24]1[CH:25]=[C:26]2[C:38]3=[C:39]4[C:29](=[CH:30][C:31](Br)=[CH:32][C:33]4=[CH:34][CH:35]=[C:36]3[CH:37]=1)[CH:28]=[CH:27]2.[CH3:41][C:42]1[CH:47]=[CH:46][C:45]([CH3:48])=[CH:44][C:43]=1B(O)O.O.P([O-])([O-])([O-])=O.[K+].[K+].[K+].[C:61]1(C)C=CC=CC=1. (6) Given the product [CH3:3][CH:2]([CH3:4])[CH2:1][NH:5][C:9](=[O:10])[CH2:8][C:7](=[O:11])[CH3:6], predict the reactants needed to synthesize it. The reactants are: [CH2:1]([NH2:5])[CH:2]([CH3:4])[CH3:3].[CH2:6]=[C:7]1[O:11][C:9](=[O:10])[CH2:8]1. (7) The reactants are: [C:1]([O:5][C:6]([N:8]([CH2:32][C:33]1[CH:38]=[CH:37][C:36]([O:39][CH3:40])=[C:35]([O:41][CH3:42])[CH:34]=1)[C:9]1[N:14]2[N:15]=[C:16]([C:18]3[O:19][CH:20]=[CH:21][CH:22]=3)[N:17]=[C:13]2[CH:12]=[C:11]([CH2:23][O:24][Si](C(C)(C)C)(C)C)[N:10]=1)=[O:7])([CH3:4])([CH3:3])[CH3:2].[F-].C([N+](CCCC)(CCCC)CCCC)CCC.CCCCCC.C(OCC)(=O)C. Given the product [C:1]([O:5][C:6]([N:8]([CH2:32][C:33]1[CH:38]=[CH:37][C:36]([O:39][CH3:40])=[C:35]([O:41][CH3:42])[CH:34]=1)[C:9]1[N:14]2[N:15]=[C:16]([C:18]3[O:19][CH:20]=[CH:21][CH:22]=3)[N:17]=[C:13]2[CH:12]=[C:11]([CH2:23][OH:24])[N:10]=1)=[O:7])([CH3:4])([CH3:3])[CH3:2], predict the reactants needed to synthesize it. (8) Given the product [Cl:19][C:20]1[CH:27]=[CH:26][C:23]([CH2:24][N:7]2[C:8]([CH2:10][CH2:11][C:12]([O:14][CH2:15][CH3:16])=[O:13])=[CH:9][C:5]([O:4][CH:1]([CH3:3])[CH3:2])=[N:6]2)=[C:22]([CH3:28])[CH:21]=1, predict the reactants needed to synthesize it. The reactants are: [CH:1]([O:4][C:5]1[CH:9]=[C:8]([CH2:10][CH2:11][C:12]([O:14][CH2:15][CH3:16])=[O:13])[NH:7][N:6]=1)([CH3:3])[CH3:2].[H-].[Na+].[Cl:19][C:20]1[CH:27]=[CH:26][C:23]([CH2:24]Cl)=[C:22]([CH3:28])[CH:21]=1.Cl. (9) Given the product [CH3:34][C:33]1[CH:32]=[CH:31][C:30]([C:35]2[NH:39][N:38]=[C:37]([CH:40]3[CH2:45][CH2:44][N:43]([CH2:21][C:20]4[CH:23]=[CH:24][C:17]([C:4]5[N:3]=[C:2]([CH3:1])[N:7]6[CH:8]=[CH:9][N:10]=[C:6]6[C:5]=5[C:11]5[CH:16]=[CH:15][CH:14]=[CH:13][CH:12]=5)=[CH:18][CH:19]=4)[CH2:42][CH2:41]3)[N:36]=2)=[N:29][C:28]=1[CH3:27], predict the reactants needed to synthesize it. The reactants are: [CH3:1][C:2]1[N:7]2[CH:8]=[CH:9][N:10]=[C:6]2[C:5]([C:11]2[CH:16]=[CH:15][CH:14]=[CH:13][CH:12]=2)=[C:4]([C:17]2[CH:24]=[CH:23][C:20]([CH:21]=O)=[CH:19][CH:18]=2)[N:3]=1.Cl.Cl.[CH3:27][C:28]1[C:33]([CH3:34])=[CH:32][CH:31]=[C:30]([C:35]2[NH:39][N:38]=[C:37]([CH:40]3[CH2:45][CH2:44][NH:43][CH2:42][CH2:41]3)[N:36]=2)[N:29]=1.C(N(CC)CC)C.[BH-](OC(C)=O)(OC(C)=O)OC(C)=O.[Na+]. (10) Given the product [C:23]([O:27][C:28](=[O:52])[CH2:29][CH2:30][N:31]([CH2:32][C:33]([N:35]1[C:43]2[C:38](=[CH:39][C:40]([O:44][CH2:11][C:10]3[CH:13]=[CH:14][C:15]([C:17]([F:20])([F:19])[F:18])=[CH:16][C:9]=3[C:8]([F:22])([F:21])[F:7])=[CH:41][CH:42]=2)[CH2:37][CH2:36]1)=[O:34])[C:45]([O:47][C:48]([CH3:51])([CH3:50])[CH3:49])=[O:46])([CH3:24])([CH3:25])[CH3:26], predict the reactants needed to synthesize it. The reactants are: C(=O)([O-])[O-].[K+].[K+].[F:7][C:8]([F:22])([F:21])[C:9]1[CH:16]=[C:15]([C:17]([F:20])([F:19])[F:18])[CH:14]=[CH:13][C:10]=1[CH2:11]Br.[C:23]([O:27][C:28](=[O:52])[CH2:29][CH2:30][N:31]([C:45]([O:47][C:48]([CH3:51])([CH3:50])[CH3:49])=[O:46])[CH2:32][C:33]([N:35]1[C:43]2[C:38](=[CH:39][C:40]([OH:44])=[CH:41][CH:42]=2)[CH2:37][CH2:36]1)=[O:34])([CH3:26])([CH3:25])[CH3:24].